From a dataset of Forward reaction prediction with 1.9M reactions from USPTO patents (1976-2016). Predict the product of the given reaction. (1) Given the reactants [CH3:1][O:2][C:3](=[O:15])[C:4]1[C:9]([Br:10])=[CH:8][CH:7]=[C:6]([NH2:11])[C:5]=1[N+:12]([O-:14])=[O:13].C[CH2:17][C:18](Br)([CH3:22])[C:19]([O-:21])=[O:20].[C:24](=O)([O-])[O-].[Cs+].[Cs+].[I-].[K+], predict the reaction product. The product is: [CH3:1][O:2][C:3](=[O:15])[C:4]1[C:9]([Br:10])=[CH:8][CH:7]=[C:6]([NH:11][C:18]([C:19]([O:21][CH3:24])=[O:20])([CH3:22])[CH3:17])[C:5]=1[N+:12]([O-:14])=[O:13]. (2) Given the reactants [CH:1]1([C:4]([CH:6](Cl)[C:7]2[CH:12]=[CH:11][CH:10]=[CH:9][C:8]=2[F:13])=[O:5])[CH2:3][CH2:2]1.C1(C)C=CC(S(O)(=O)=O)=CC=1.[O:26]=[C:27]1[S:35][C:34]2[CH2:33][CH2:32][NH:31][CH2:30][C:29]=2[CH2:28]1.C(=O)(O)[O-].[Na+].CN(C=O)C, predict the reaction product. The product is: [CH:1]1([C:4]([CH:6]([N:31]2[CH2:32][CH2:33][C:34]3[S:35][C:27](=[O:26])[CH2:28][C:29]=3[CH2:30]2)[C:7]2[CH:12]=[CH:11][CH:10]=[CH:9][C:8]=2[F:13])=[O:5])[CH2:3][CH2:2]1. (3) The product is: [F:25][C:19]1[CH:20]=[CH:21][C:22]([O:24][C:34]2[CH:35]=[C:30]([CH:31]=[CH:32][CH:33]=2)[C:28]([NH:27][CH3:26])=[O:29])=[CH:23][C:18]=1[C@@H:8]1[C@@H:9]([OH:17])[C@@H:10]([OH:16])[C@H:11]([OH:12])[C@@H:6]([CH2:5][OH:4])[O:7]1. Given the reactants C([O:4][CH2:5][C@@H:6]1[C@@H:11]([O:12]C(=O)C)[C@H:10]([OH:16])[C@H:9]([OH:17])[C@@H:8]([C:18]2[CH:23]=[C:22]([OH:24])[CH:21]=[CH:20][C:19]=2[F:25])[O:7]1)(=O)C.[CH3:26][NH:27][C:28]([C:30]1[CH:31]=[C:32](B(O)O)[CH:33]=[CH:34][CH:35]=1)=[O:29], predict the reaction product. (4) The product is: [O:1]1[CH2:5][CH2:4][CH:3]([CH:6]=[CH:21][C:22]#[N:23])[CH2:2]1. Given the reactants [O:1]1[CH2:5][CH2:4][CH:3]([CH2:6]O)[CH2:2]1.O1CCC(C=O)C1.O1CCCC1C[CH2:21][CH2:22][NH2:23].[Cl-].C(C[P+](C1C=CC=CC=1)(C1C=CC=CC=1)C1C=CC=CC=1)#N, predict the reaction product. (5) Given the reactants C(N(CC)CC)C.[CH3:8][O:9][C:10]1[CH:11]=[CH:12][C:13]([CH3:17])=[C:14]([CH:16]=1)[NH2:15].[C:18](Cl)(=[O:20])[CH3:19], predict the reaction product. The product is: [CH3:8][O:9][C:10]1[CH:11]=[CH:12][C:13]([CH3:17])=[C:14]([NH:15][C:18](=[O:20])[CH3:19])[CH:16]=1. (6) Given the reactants [F-].[CH2:2]([N+](CCCC)(CCCC)CCCC)[CH2:3][CH2:4]C.[Si]([O:26][CH:27]1[C:31]([CH3:33])([CH3:32])[CH2:30][N:29]([C:34]([O-:36])=[O:35])[C:28]1=[O:37])(C(C)(C)C)(C)C.O1[CH2:42][CH2:41][CH2:40][CH2:39]1, predict the reaction product. The product is: [OH:26][CH:27]1[C:31]([CH3:32])([CH3:33])[CH2:30][N:29]([C:34]([O:36][CH2:39][C:40]2[CH:4]=[CH:3][CH:2]=[CH:42][CH:41]=2)=[O:35])[C:28]1=[O:37]. (7) Given the reactants [Cl:1][C:2]1[C:10]([CH2:11][CH2:12][C:13]2[CH:14]=[N:15][C:16]([NH:19][C:20]3[CH:21]=[N:22][N:23]([CH3:25])[CH:24]=3)=[N:17][CH:18]=2)=[CH:9][C:5]([C:6]([OH:8])=[O:7])=[CH:4][C:3]=1[O:26][CH3:27].Cl.O(N)[CH3:30].CCN(C(C)C)C(C)C.CN(C(ON1N=NC2C=CC=NC1=2)=[N+](C)C)C.F[P-](F)(F)(F)(F)F, predict the reaction product. The product is: [Cl:1][C:2]1[C:10](/[CH:11]=[CH:12]/[C:13]2[CH:18]=[N:17][C:16]([NH:19][C:20]3[CH:21]=[N:22][N:23]([CH3:25])[CH:24]=3)=[N:15][CH:14]=2)=[CH:9][C:5]([C:6]([O:8][CH3:30])=[O:7])=[CH:4][C:3]=1[O:26][CH3:27]. (8) The product is: [CH2:10]([O:9][C:7]([C:4]1[S:3][C:2](/[CH:21]=[CH:20]/[C:16]2[CH:17]=[CH:18][CH:19]=[C:14]([C:13]([F:12])([F:31])[F:32])[CH:15]=2)=[N:6][CH:5]=1)=[O:8])[CH3:11]. Given the reactants Br[C:2]1[S:3][C:4]([C:7]([O:9][CH2:10][CH3:11])=[O:8])=[CH:5][N:6]=1.[F:12][C:13]([F:32])([F:31])[C:14]1[CH:15]=[C:16](/[CH:20]=[CH:21]/B2OC(C)(C)C(C)(C)O2)[CH:17]=[CH:18][CH:19]=1.C(=O)([O-])[O-].[Na+].[Na+].O, predict the reaction product.